From a dataset of Catalyst prediction with 721,799 reactions and 888 catalyst types from USPTO. Predict which catalyst facilitates the given reaction. (1) Reactant: [F:1][C:2]1[CH:10]=[C:9]([C:11]2[CH:12]=[CH:13][C:14]3[O:18][C:17]([CH:19]4[CH2:24][CH2:23][NH:22][CH2:21][CH2:20]4)=[N:16][C:15]=3[CH:25]=2)[CH:8]=[CH:7][C:3]=1[C:4]([NH2:6])=[O:5].[CH2:26]([S:29](Cl)(=[O:31])=[O:30])[CH2:27][CH3:28].C(Cl)Cl.O. Product: [F:1][C:2]1[CH:10]=[C:9]([C:11]2[CH:12]=[CH:13][C:14]3[O:18][C:17]([CH:19]4[CH2:24][CH2:23][N:22]([S:29]([CH2:26][CH2:27][CH3:28])(=[O:31])=[O:30])[CH2:21][CH2:20]4)=[N:16][C:15]=3[CH:25]=2)[CH:8]=[CH:7][C:3]=1[C:4]([NH2:6])=[O:5]. The catalyst class is: 2. (2) Reactant: [OH:1][C:2]([C:11]1[CH:12]=[CH:13][C:14]2[NH:20][C:19]3[N:21]=[C:22]([C:25]([F:28])([F:27])[F:26])[CH:23]=[CH:24][C:18]=3[CH2:17][N:16]([S:29]([C:32]3[CH:37]=[CH:36][C:35]([O:38][C:39]([F:42])([F:41])[F:40])=[CH:34][CH:33]=3)(=[O:31])=[O:30])[C:15]=2[CH:43]=1)([CH:8]([CH3:10])[CH3:9])[C:3]([O:5]CC)=[O:4].[Li+].[OH-].Cl. Product: [OH:1][C:2]([C:11]1[CH:12]=[CH:13][C:14]2[NH:20][C:19]3[N:21]=[C:22]([C:25]([F:27])([F:28])[F:26])[CH:23]=[CH:24][C:18]=3[CH2:17][N:16]([S:29]([C:32]3[CH:33]=[CH:34][C:35]([O:38][C:39]([F:40])([F:42])[F:41])=[CH:36][CH:37]=3)(=[O:31])=[O:30])[C:15]=2[CH:43]=1)([CH:8]([CH3:10])[CH3:9])[C:3]([OH:5])=[O:4]. The catalyst class is: 88. (3) Reactant: [H-].[Na+].C(OP([CH:11]([CH3:17])[C:12]([O:14][CH2:15][CH3:16])=[O:13])(OCC)=O)C.[CH2:18]([O:22][CH2:23][CH2:24][O:25][C:26]1[CH:31]=[CH:30][C:29]([C:32]2[CH:37]=[CH:36][C:35]([N:38]3[CH:42]=[CH:41][CH:40]=[N:39]3)=[C:34]([CH:43]=O)[CH:33]=2)=[CH:28][CH:27]=1)[CH2:19][CH2:20][CH3:21].O. Product: [CH2:18]([O:22][CH2:23][CH2:24][O:25][C:26]1[CH:27]=[CH:28][C:29]([C:32]2[CH:37]=[CH:36][C:35]([N:38]3[CH:42]=[CH:41][CH:40]=[N:39]3)=[C:34](/[CH:43]=[C:11](\[CH3:17])/[C:12]([O:14][CH2:15][CH3:16])=[O:13])[CH:33]=2)=[CH:30][CH:31]=1)[CH2:19][CH2:20][CH3:21]. The catalyst class is: 11. (4) Reactant: [CH2:1]([N:4]1[CH:8]=[CH:7][C:6]([C:9]2[S:10][CH:11]=[CH:12][CH:13]=2)=[N:5]1)[CH2:2][CH3:3].C(N1C(C2SC=CC=2)=CC=N1)CC.[I:27]N1C(=O)CCC1=O.S([O-])([O-])(=O)=S.[Na+].[Na+].C(=O)([O-])[O-].[Na+].[Na+]. Product: [I:27][C:7]1[C:6]([C:9]2[S:10][CH:11]=[CH:12][CH:13]=2)=[N:5][N:4]([CH2:1][CH2:2][CH3:3])[CH:8]=1. The catalyst class is: 9. (5) Reactant: [Br:1][C:2]1[NH:3][C:4]([Br:7])=[CH:5][N:6]=1.[H-].[Na+].[CH3:10][Si:11]([CH2:14][CH2:15][O:16][CH2:17]Cl)(C)[CH3:12]. Product: [Br:1][C:2]1[N:3]([CH2:17][O:16][CH2:15][CH2:14][SiH:11]([CH3:12])[CH3:10])[C:4]([Br:7])=[CH:5][N:6]=1. The catalyst class is: 3. (6) Reactant: [Br:1][C:2]1[C:3]([Cl:9])=[N:4][CH:5]=[CH:6][C:7]=1[NH2:8].CCN(C(C)C)C(C)C.[C:19](Cl)(=[O:21])[CH3:20]. Product: [Br:1][C:2]1[C:3]([Cl:9])=[N:4][CH:5]=[CH:6][C:7]=1[NH:8][C:19](=[O:21])[CH3:20]. The catalyst class is: 2. (7) Reactant: [Br:1][C:2]1[CH:3]=[C:4]2[C:9](=[CH:10][CH:11]=1)[N:8]=[CH:7][C:6]([C:12]1[N:16]([CH3:17])[N:15]=[CH:14][CH:13]=1)=[C:5]2[OH:18].[OH-].[K+].P(OCC)(OCC)(O[C:24](Br)([F:26])[F:25])=O. The catalyst class is: 10. Product: [Br:1][C:2]1[CH:3]=[C:4]2[C:9](=[CH:10][CH:11]=1)[N:8]=[CH:7][C:6]([C:12]1[N:16]([CH3:17])[N:15]=[CH:14][CH:13]=1)=[C:5]2[O:18][CH:24]([F:26])[F:25].